From a dataset of Full USPTO retrosynthesis dataset with 1.9M reactions from patents (1976-2016). Predict the reactants needed to synthesize the given product. (1) Given the product [Cl:22][C:9]1[N:7]2[N:8]=[C:3]([O:2][CH3:1])[CH:4]=[CH:5][C:6]2=[N:11][C:10]=1[C:12]1[CH:17]=[CH:16][C:15]([CH3:18])=[C:14]([N+:19]([O-:21])=[O:20])[CH:13]=1, predict the reactants needed to synthesize it. The reactants are: [CH3:1][O:2][C:3]1[CH:4]=[CH:5][C:6]2[N:7]([CH:9]=[C:10]([C:12]3[CH:17]=[CH:16][C:15]([CH3:18])=[C:14]([N+:19]([O-:21])=[O:20])[CH:13]=3)[N:11]=2)[N:8]=1.[Cl:22]N1C(=O)CCC1=O. (2) Given the product [CH:1]1([NH:4][C:5]([NH:7][C:8]2[CH:13]=[CH:12][C:11]([O:14][C:15]3[CH:20]=[CH:19][N:18]=[C:17]4[CH:21]=[C:22]([C:24]5[CH2:25][CH2:26][N:27]([CH2:35][CH2:36][CH2:31][CH2:32][OH:34])[CH2:28][CH:29]=5)[S:23][C:16]=34)=[C:10]([F:30])[CH:9]=2)=[O:6])[CH2:3][CH2:2]1, predict the reactants needed to synthesize it. The reactants are: [CH:1]1([NH:4][C:5]([NH:7][C:8]2[CH:13]=[CH:12][C:11]([O:14][C:15]3[CH:20]=[CH:19][N:18]=[C:17]4[CH:21]=[C:22]([C:24]5[CH2:25][CH2:26][NH:27][CH2:28][CH:29]=5)[S:23][C:16]=34)=[C:10]([F:30])[CH:9]=2)=[O:6])[CH2:3][CH2:2]1.[CH3:31][C:32]([OH:34])=O.[C:35](O[BH-](OC(=O)C)OC(=O)C)(=O)[CH3:36].[Na+].CN(C=O)C. (3) Given the product [Cl:13][C:10]1[CH:11]=[CH:12][C:7]([C:6]2[N:5]([C:14]3[CH:19]=[CH:18][C:17]([Cl:20])=[CH:16][C:15]=3[Cl:21])[N:4]=[C:3]([C:22]([O:24][CH2:25][CH3:26])=[O:23])[C:2]=2[CH:39]2[CH2:33][CH2:34]2)=[CH:8][CH:9]=1, predict the reactants needed to synthesize it. The reactants are: Br[C:2]1[C:3]([C:22]([O:24][CH2:25][CH3:26])=[O:23])=[N:4][N:5]([C:14]2[CH:19]=[CH:18][C:17]([Cl:20])=[CH:16][C:15]=2[Cl:21])[C:6]=1[C:7]1[CH:12]=[CH:11][C:10]([Cl:13])=[CH:9][CH:8]=1.C(=O)([O-])[O-].[K+].[K+].[C:33]1([CH3:39])C=CC=C[CH:34]=1.